Task: Predict the product of the given reaction.. Dataset: Forward reaction prediction with 1.9M reactions from USPTO patents (1976-2016) (1) The product is: [CH3:1][N:2]1[CH:6]=[C:5]([C:7]([N:20]2[CH2:25][CH2:24][O:23][CH2:22][CH2:21]2)=[O:9])[CH:4]=[N:3]1. Given the reactants [CH3:1][N:2]1[CH:6]=[C:5]([C:7]([OH:9])=O)[CH:4]=[N:3]1.C1C=CC2N(O)N=NC=2C=1.[NH:20]1[CH2:25][CH2:24][O:23][CH2:22][CH2:21]1, predict the reaction product. (2) Given the reactants [OH:1][N:2]=[C:3]([C:5]1[CH:6]=[CH:7][C:8]([CH3:23])=[C:9]([NH:11][C:12]([C:14]2[N:18]3[CH:19]=[CH:20][CH:21]=[CH:22][C:17]3=[N:16][CH:15]=2)=[O:13])[CH:10]=1)[NH2:4].[C:24]1(=O)[O:29][C:27](=[O:28])[CH2:26][CH2:25]1, predict the reaction product. The product is: [N:16]1[CH:15]=[C:14]([C:12]([NH:11][C:9]2[CH:10]=[C:5]([C:3]3[N:4]=[C:24]([CH2:25][CH2:26][C:27]([OH:29])=[O:28])[O:1][N:2]=3)[CH:6]=[CH:7][C:8]=2[CH3:23])=[O:13])[N:18]2[CH:19]=[CH:20][CH:21]=[CH:22][C:17]=12. (3) Given the reactants [F:1][C:2]1[CH:7]=[CH:6][C:5]([CH:8]([O:10][C:11]2[CH:16]=[CH:15][NH:14][C:13](=[O:17])[CH:12]=2)[CH3:9])=[CH:4][CH:3]=1.C(OC1C=CN(C2C=CC([O:38][CH2:39][CH2:40][N:41]3[CH2:46][CH2:45][CH2:44][CH2:43]C3)=CN=2)C(=O)C=1)C1C=CC=CC=1.C(O)[C:49]1[CH:54]=[CH:53][CH:52]=[CH:51][CH:50]=1.FC1C=CC(C(O)C)=CC=1.C(OC1C=CNC(=O)C=1)C1C=CC=CC=1, predict the reaction product. The product is: [F:1][C:2]1[CH:3]=[CH:4][C:5]([CH:8]([O:10][C:11]2[CH:16]=[CH:15][N:14]([C:52]3[CH:51]=[CH:50][C:49]([O:38][CH2:39][CH2:40][N:41]4[CH2:46][CH2:45][CH2:44][CH2:43]4)=[CH:54][CH:53]=3)[C:13](=[O:17])[CH:12]=2)[CH3:9])=[CH:6][CH:7]=1.